From a dataset of Reaction yield outcomes from USPTO patents with 853,638 reactions. Predict the reaction yield, written as a fraction of the theoretical maximum amount of product (1.0 means a 100% yield; for example, 0.34 means a 34% yield). (1) The reactants are [CH3:1][C:2]1[C:7]([CH3:8])=[CH:6][CH:5]=[CH:4][C:3]=1[CH:9]([CH:11]1O[CH:14]=[N:13][CH:12]1S(C1C=CC(C)=CC=1)(=O)=O)[CH3:10].[NH3:26]. No catalyst specified. The product is [CH3:8][C:7]1[C:2]([CH3:1])=[C:3]([CH:9]([C:11]2[N:26]=[CH:14][NH:13][CH:12]=2)[CH3:10])[CH:4]=[CH:5][CH:6]=1. The yield is 0.890. (2) The reactants are [Cl:1][C:2]1[CH:7]=[CH:6][CH:5]=[CH:4][C:3]=1[C:8]1[C:12]([C:13](O)=[O:14])=[CH:11][N:10]([C:16]2[CH:21]=[CH:20][N:19]=[C:18]([NH:22][CH2:23][CH2:24][C:25]3[CH:30]=[CH:29][C:28]([OH:31])=[CH:27][CH:26]=3)[N:17]=2)[N:9]=1.N.C[N:34](C(ON1N=NC2C=CC=CC1=2)=[N+](C)C)C.[B-](F)(F)(F)F.CCN(C(C)C)C(C)C.Cl. The catalyst is C(Cl)Cl.O. The product is [Cl:1][C:2]1[CH:7]=[CH:6][CH:5]=[CH:4][C:3]=1[C:8]1[C:12]([C:13]([NH2:34])=[O:14])=[CH:11][N:10]([C:16]2[CH:21]=[CH:20][N:19]=[C:18]([NH:22][CH2:23][CH2:24][C:25]3[CH:26]=[CH:27][C:28]([OH:31])=[CH:29][CH:30]=3)[N:17]=2)[N:9]=1. The yield is 0.520. (3) The reactants are [Br:1][C:2]1[C:11]([O:12][Si:13]([C:16]([CH3:19])([CH3:18])[CH3:17])([CH3:15])[CH3:14])=[C:10]2[C:5]([CH:6]=[CH:7][C:8]([CH:20]=O)=[N:9]2)=[CH:4][CH:3]=1.[NH:22]([C:24]1[CH:29]=[CH:28][CH:27]=[CH:26][N:25]=1)[NH2:23]. The catalyst is CCO. The product is [Br:1][C:2]1[C:11]([O:12][Si:13]([C:16]([CH3:19])([CH3:18])[CH3:17])([CH3:15])[CH3:14])=[C:10]2[C:5]([CH:6]=[CH:7][C:8]([CH:20]=[N:23][NH:22][C:24]3[CH:29]=[CH:28][CH:27]=[CH:26][N:25]=3)=[N:9]2)=[CH:4][CH:3]=1. The yield is 0.730. (4) The reactants are [C:1]([O:5][C:6](=[O:12])[C@@H:7]([NH:9][CH:10]=[O:11])[CH3:8])([CH3:4])([CH3:3])[CH3:2].[Li+].CC([N-]C(C)C)C.[N:21]([C:24]1[CH:32]=[CH:31][CH:30]=[CH:29][C:25]=1[C:26](Cl)=[O:27])=[N+:22]=[N-:23]. The catalyst is C1COCC1. The product is [C:1]([O:5][C:6](=[O:12])[C@@H:7]([N:9]([C:26](=[O:27])[C:25]1[CH:29]=[CH:30][CH:31]=[CH:32][C:24]=1[N:21]=[N+:22]=[N-:23])[CH:10]=[O:11])[CH3:8])([CH3:2])([CH3:3])[CH3:4]. The yield is 0.530. (5) The reactants are [NH2:1][C@H:2]([CH2:10][OH:11])[CH2:3][C:4]1[CH:9]=[CH:8][CH:7]=[CH:6][CH:5]=1.C(O)(=O)C.[CH:16](=O)[C:17]1[CH:22]=[CH:21][CH:20]=[CH:19][CH:18]=1.C([BH3-])#N.[Na+]. The catalyst is CO. The product is [CH2:16]([NH:1][C@H:2]([CH2:10][OH:11])[CH2:3][C:4]1[CH:5]=[CH:6][CH:7]=[CH:8][CH:9]=1)[C:17]1[CH:22]=[CH:21][CH:20]=[CH:19][CH:18]=1. The yield is 0.810. (6) The reactants are [O:1]=[C:2]1[NH:7][C:6]2[N:8]=[CH:9][CH:10]=[C:11]([O:12][C:13]3[CH:18]=[CH:17][C:16]([NH:19][C:20](=O)[O:21]C(C)(C)C)=[CH:15][CH:14]=3)[C:5]=2[N:4]=[CH:3]1.[C:27]([C:31]1[CH:35]=[C:34]([N:36]=C=O)[N:33]([C:39]2[CH:44]=[CH:43][C:42]([CH3:45])=[CH:41][CH:40]=2)[N:32]=1)([CH3:30])([CH3:29])[CH3:28]. No catalyst specified. The product is [C:27]([C:31]1[CH:35]=[C:34]([NH:36][C:20]([NH:19][C:16]2[CH:15]=[CH:14][C:13]([O:12][C:11]3[C:5]4[N:4]=[CH:3][C:2](=[O:1])[NH:7][C:6]=4[N:8]=[CH:9][CH:10]=3)=[CH:18][CH:17]=2)=[O:21])[N:33]([C:39]2[CH:40]=[CH:41][C:42]([CH3:45])=[CH:43][CH:44]=2)[N:32]=1)([CH3:30])([CH3:29])[CH3:28]. The yield is 0.550. (7) The reactants are [F:1][CH:2]([F:38])[CH2:3][N:4]1[C:9](=[O:10])[C:8]2[C:11]([C:32]3[CH:37]=[CH:36][CH:35]=[CH:34][CH:33]=3)=[C:12]([C:14]3[CH:19]=[CH:18][C:17]([C:20]4([NH:24]C(=O)OC(C)(C)C)[CH2:23][CH2:22][CH2:21]4)=[CH:16][CH:15]=3)[O:13][C:7]=2[N:6]=[CH:5]1. The catalyst is C(Cl)Cl.CO. The product is [NH2:24][C:20]1([C:17]2[CH:18]=[CH:19][C:14]([C:12]3[O:13][C:7]4[N:6]=[CH:5][N:4]([CH2:3][CH:2]([F:1])[F:38])[C:9](=[O:10])[C:8]=4[C:11]=3[C:32]3[CH:33]=[CH:34][CH:35]=[CH:36][CH:37]=3)=[CH:15][CH:16]=2)[CH2:23][CH2:22][CH2:21]1. The yield is 0.460.